From a dataset of Forward reaction prediction with 1.9M reactions from USPTO patents (1976-2016). Predict the product of the given reaction. Given the reactants [F:1][C:2]1[CH:7]=[CH:6][C:5]([C:8]2[N:9]=[C:10]([C@@H:13]3[CH2:18][N:17]([CH:19]=[O:20])[C@H:16]([CH3:21])[CH2:15][CH2:14]3)[O:11][CH:12]=2)=[CH:4][CH:3]=1.C(N(CC)CC)C.[F:29][C:30]1[CH:38]=[CH:37][C:33](C(Cl)=O)=[CH:32][CH:31]=1, predict the reaction product. The product is: [F:29][C:30]1[CH:38]=[CH:37][C:33]([C:19]([N:17]2[CH2:18][C@@H:13]([C:10]3[O:11][CH:12]=[C:8]([C:5]4[CH:6]=[CH:7][C:2]([F:1])=[CH:3][CH:4]=4)[N:9]=3)[CH2:14][CH2:15][C@H:16]2[CH3:21])=[O:20])=[CH:32][CH:31]=1.